From a dataset of NCI-60 drug combinations with 297,098 pairs across 59 cell lines. Regression. Given two drug SMILES strings and cell line genomic features, predict the synergy score measuring deviation from expected non-interaction effect. (1) Drug 1: CCCCC(=O)OCC(=O)C1(CC(C2=C(C1)C(=C3C(=C2O)C(=O)C4=C(C3=O)C=CC=C4OC)O)OC5CC(C(C(O5)C)O)NC(=O)C(F)(F)F)O. Drug 2: COCCOC1=C(C=C2C(=C1)C(=NC=N2)NC3=CC=CC(=C3)C#C)OCCOC.Cl. Cell line: IGROV1. Synergy scores: CSS=22.7, Synergy_ZIP=-8.03, Synergy_Bliss=-11.6, Synergy_Loewe=-13.0, Synergy_HSA=-12.3. (2) Drug 1: C1=CC=C(C(=C1)C(C2=CC=C(C=C2)Cl)C(Cl)Cl)Cl. Drug 2: CCCCCOC(=O)NC1=NC(=O)N(C=C1F)C2C(C(C(O2)C)O)O. Cell line: MOLT-4. Synergy scores: CSS=-5.38, Synergy_ZIP=2.14, Synergy_Bliss=0.831, Synergy_Loewe=-2.67, Synergy_HSA=-3.27. (3) Drug 1: COC1=NC(=NC2=C1N=CN2C3C(C(C(O3)CO)O)O)N. Drug 2: CCN(CC)CCNC(=O)C1=C(NC(=C1C)C=C2C3=C(C=CC(=C3)F)NC2=O)C. Cell line: U251. Synergy scores: CSS=-2.59, Synergy_ZIP=3.74, Synergy_Bliss=7.11, Synergy_Loewe=7.08, Synergy_HSA=0.110. (4) Drug 1: CC1C(C(=O)NC(C(=O)N2CCCC2C(=O)N(CC(=O)N(C(C(=O)O1)C(C)C)C)C)C(C)C)NC(=O)C3=C4C(=C(C=C3)C)OC5=C(C(=O)C(=C(C5=N4)C(=O)NC6C(OC(=O)C(N(C(=O)CN(C(=O)C7CCCN7C(=O)C(NC6=O)C(C)C)C)C)C(C)C)C)N)C. Drug 2: CCC(=C(C1=CC=CC=C1)C2=CC=C(C=C2)OCCN(C)C)C3=CC=CC=C3.C(C(=O)O)C(CC(=O)O)(C(=O)O)O. Cell line: PC-3. Synergy scores: CSS=41.7, Synergy_ZIP=10.6, Synergy_Bliss=17.2, Synergy_Loewe=9.81, Synergy_HSA=17.1. (5) Drug 1: C1=CN(C=N1)CC(O)(P(=O)(O)O)P(=O)(O)O. Drug 2: C(=O)(N)NO. Cell line: U251. Synergy scores: CSS=0.772, Synergy_ZIP=3.93, Synergy_Bliss=9.52, Synergy_Loewe=4.23, Synergy_HSA=1.48. (6) Drug 1: C1CCN(CC1)CCOC2=CC=C(C=C2)C(=O)C3=C(SC4=C3C=CC(=C4)O)C5=CC=C(C=C5)O. Drug 2: CC1C(C(CC(O1)OC2CC(CC3=C2C(=C4C(=C3O)C(=O)C5=CC=CC=C5C4=O)O)(C(=O)C)O)N)O. Cell line: HCT-15. Synergy scores: CSS=30.2, Synergy_ZIP=-0.480, Synergy_Bliss=-1.11, Synergy_Loewe=-1.11, Synergy_HSA=0.0845. (7) Drug 1: CC(C)(C#N)C1=CC(=CC(=C1)CN2C=NC=N2)C(C)(C)C#N. Drug 2: C1=NC2=C(N=C(N=C2N1C3C(C(C(O3)CO)O)F)Cl)N. Cell line: SF-539. Synergy scores: CSS=0.562, Synergy_ZIP=1.56, Synergy_Bliss=2.15, Synergy_Loewe=-3.62, Synergy_HSA=-2.94. (8) Drug 1: CC1=C(C=C(C=C1)NC(=O)C2=CC=C(C=C2)CN3CCN(CC3)C)NC4=NC=CC(=N4)C5=CN=CC=C5. Drug 2: CC1=C(N=C(N=C1N)C(CC(=O)N)NCC(C(=O)N)N)C(=O)NC(C(C2=CN=CN2)OC3C(C(C(C(O3)CO)O)O)OC4C(C(C(C(O4)CO)O)OC(=O)N)O)C(=O)NC(C)C(C(C)C(=O)NC(C(C)O)C(=O)NCCC5=NC(=CS5)C6=NC(=CS6)C(=O)NCCC[S+](C)C)O. Cell line: U251. Synergy scores: CSS=45.0, Synergy_ZIP=-0.307, Synergy_Bliss=0.733, Synergy_Loewe=-17.4, Synergy_HSA=4.51. (9) Drug 1: CC1=C(C(=O)C2=C(C1=O)N3CC4C(C3(C2COC(=O)N)OC)N4)N. Drug 2: CC1C(C(CC(O1)OC2CC(CC3=C2C(=C4C(=C3O)C(=O)C5=CC=CC=C5C4=O)O)(C(=O)C)O)N)O. Cell line: IGROV1. Synergy scores: CSS=50.2, Synergy_ZIP=-5.63, Synergy_Bliss=-2.82, Synergy_Loewe=-3.77, Synergy_HSA=0.934. (10) Drug 1: CC(C1=C(C=CC(=C1Cl)F)Cl)OC2=C(N=CC(=C2)C3=CN(N=C3)C4CCNCC4)N. Drug 2: C1CN1P(=S)(N2CC2)N3CC3. Cell line: SW-620. Synergy scores: CSS=27.3, Synergy_ZIP=-3.98, Synergy_Bliss=-1.76, Synergy_Loewe=-6.14, Synergy_HSA=-1.21.